Dataset: Reaction yield outcomes from USPTO patents with 853,638 reactions. Task: Predict the reaction yield, written as a fraction of the theoretical maximum amount of product (1.0 means a 100% yield; for example, 0.34 means a 34% yield). (1) The reactants are Cl[C:2]1[N:7]=[C:6]([NH:8][C:9]2[N:14]=[CH:13][C:12]3[N:15]=[C:16]([CH2:21][O:22][CH:23]4[CH2:28][CH2:27][CH2:26][CH2:25][O:24]4)[N:17]([CH:18]([CH3:20])[CH3:19])[C:11]=3[CH:10]=2)[CH:5]=[CH:4][N:3]=1.[O:29]1[C:33]2([CH2:38][CH:37]=[C:36](B3OC(C)(C)C(C)(C)O3)[CH2:35][CH2:34]2)[O:32][CH2:31][CH2:30]1.C(=O)([O-])[O-].[Cs+].[Cs+].O1CCOCC1.O. The catalyst is C(OCC)(=O)C.C1C=CC([P]([Pd]([P](C2C=CC=CC=2)(C2C=CC=CC=2)C2C=CC=CC=2)([P](C2C=CC=CC=2)(C2C=CC=CC=2)C2C=CC=CC=2)[P](C2C=CC=CC=2)(C2C=CC=CC=2)C2C=CC=CC=2)(C2C=CC=CC=2)C2C=CC=CC=2)=CC=1. The product is [O:29]1[C:33]2([CH2:38][CH2:37][C:36]([C:2]3[N:7]=[C:6]([NH:8][C:9]4[N:14]=[CH:13][C:12]5[N:15]=[C:16]([CH2:21][O:22][CH:23]6[CH2:28][CH2:27][CH2:26][CH2:25][O:24]6)[N:17]([CH:18]([CH3:20])[CH3:19])[C:11]=5[CH:10]=4)[CH:5]=[CH:4][N:3]=3)=[CH:35][CH2:34]2)[O:32][CH2:31][CH2:30]1. The yield is 0.690. (2) The reactants are C[O:2][C:3]1[CH:4]=[C:5]2[C:10](=[CH:11][CH:12]=1)[CH2:9][CH:8]([NH:13][C:14](=[O:16])[CH3:15])[CH2:7][CH2:6]2.B(Br)(Br)Br.C(Cl)Cl. The catalyst is C(Cl)Cl. The product is [OH:2][C:3]1[CH:4]=[C:5]2[C:10](=[CH:11][CH:12]=1)[CH2:9][CH:8]([NH:13][C:14](=[O:16])[CH3:15])[CH2:7][CH2:6]2. The yield is 0.760.